From a dataset of Full USPTO retrosynthesis dataset with 1.9M reactions from patents (1976-2016). Predict the reactants needed to synthesize the given product. (1) Given the product [Cl:41][C:42]1[CH:47]=[CH:46][C:45]([S:48]([N:26]2[CH2:27][CH2:28][CH2:29][C@@H:24]([NH:23][C:19]3[N:18]=[C:17]([C:16]4[N:15]5[C:11]([S:12][CH:13]=[CH:14]5)=[N:10][C:9]=4[C:6]4[CH:7]=[CH:8][C:3]([F:2])=[C:4]([O:30][CH3:31])[CH:5]=4)[CH:22]=[CH:21][N:20]=3)[CH2:25]2)(=[O:50])=[O:49])=[CH:44][CH:43]=1, predict the reactants needed to synthesize it. The reactants are: Cl.[F:2][C:3]1[CH:8]=[CH:7][C:6]([C:9]2[N:10]=[C:11]3[N:15]([C:16]=2[C:17]2[CH:22]=[CH:21][N:20]=[C:19]([NH:23][C@@H:24]4[CH2:29][CH2:28][CH2:27][NH:26][CH2:25]4)[N:18]=2)[CH:14]=[CH:13][S:12]3)=[CH:5][C:4]=1[O:30][CH3:31].CCN(C(C)C)C(C)C.[Cl:41][C:42]1[CH:47]=[CH:46][C:45]([S:48](Cl)(=[O:50])=[O:49])=[CH:44][CH:43]=1. (2) Given the product [N+:21]([C:16]1[CH:17]=[CH:18][CH:19]=[C:20]2[C:15]=1[CH:14]=[CH:13][C:12]([CH:24]=[O:26])=[N:11]2)([O-:23])=[O:22], predict the reactants needed to synthesize it. The reactants are: I([O-])(=O)(=O)=O.[Na+].OC([N:11]1[C:20]2[C:15](=[C:16]([N+:21]([O-:23])=[O:22])[CH:17]=[CH:18][CH:19]=2)[CH:14]=[CH:13][CH2:12]1)CO.[C:24](OCC)(=[O:26])C. (3) Given the product [NH2:28][C:2](=[NH:1])[CH:3]1[CH2:8][CH2:7][N:6]([C:9]([O:11][C:12]([CH3:15])([CH3:14])[CH3:13])=[O:10])[CH2:5][CH2:4]1, predict the reactants needed to synthesize it. The reactants are: [NH:1]=[C:2](SCC1C=CC2C(=CC=CC=2)C=1)[CH:3]1[CH2:8][CH2:7][N:6]([C:9]([O:11][C:12]([CH3:15])([CH3:14])[CH3:13])=[O:10])[CH2:5][CH2:4]1.[NH3:28]. (4) Given the product [C:26]([N:28]1[CH2:33][CH2:32][N:31]([C:15](=[O:17])[CH2:14][C:12]2[N:13]=[C:9]([NH:8][C:6](=[O:7])[C:5]3[CH:4]=[CH:3][C:2]([Cl:1])=[CH:19][CH:18]=3)[S:10][CH:11]=2)[CH2:30][CH2:29]1)(=[O:27])[C:20]1[CH:25]=[CH:24][CH:23]=[CH:22][CH:21]=1, predict the reactants needed to synthesize it. The reactants are: [Cl:1][C:2]1[CH:19]=[CH:18][C:5]([C:6]([NH:8][C:9]2[S:10][CH:11]=[C:12]([CH2:14][C:15]([OH:17])=O)[N:13]=2)=[O:7])=[CH:4][CH:3]=1.[C:20]1([C:26]([N:28]2[CH2:33][CH2:32][NH:31][CH2:30][CH2:29]2)=[O:27])[CH:25]=[CH:24][CH:23]=[CH:22][CH:21]=1. (5) Given the product [C:25]([O:24][C:23](=[O:29])[N:22]([C:2]1[CH:7]=[CH:6][C:5]([S:8](=[O:10])(=[O:9])[NH:11][C:12]2[S:16][N:15]=[CH:14][N:13]=2)=[CH:4][CH:3]=1)[C@@H:19]1[CH2:20][CH2:21][NH:17][CH2:18]1)([CH3:28])([CH3:26])[CH3:27], predict the reactants needed to synthesize it. The reactants are: Br[C:2]1[CH:7]=[CH:6][C:5]([S:8]([NH:11][C:12]2[S:16][N:15]=[CH:14][N:13]=2)(=[O:10])=[O:9])=[CH:4][CH:3]=1.[NH:17]1[CH2:21][CH2:20][C@@H:19]([NH:22][C:23](=[O:29])[O:24][C:25]([CH3:28])([CH3:27])[CH3:26])[CH2:18]1.C1(C2C=CC=CC=2)C=CC=CC=1P(C(C)(C)C)C(C)(C)C.CC(C)([O-])C.[Na+]. (6) The reactants are: [CH2:1]([C:5]1[CH:29]=[CH:28][C:8]([O:9][C:10]2[CH:15]=[CH:14][C:13]([CH:16]([OH:27])[CH2:17][C:18]([NH:23]C(=O)C)([CH2:21][OH:22])[CH2:19][OH:20])=[CH:12][CH:11]=2)=[CH:7][CH:6]=1)[CH2:2][CH2:3][CH3:4].[OH-].[Na+]. Given the product [NH2:23][C:18]([CH2:19][OH:20])([CH2:21][OH:22])[CH2:17][CH:16]([C:13]1[CH:12]=[CH:11][C:10]([O:9][C:8]2[CH:28]=[CH:29][C:5]([CH2:1][CH2:2][CH2:3][CH3:4])=[CH:6][CH:7]=2)=[CH:15][CH:14]=1)[OH:27], predict the reactants needed to synthesize it.